This data is from Catalyst prediction with 721,799 reactions and 888 catalyst types from USPTO. The task is: Predict which catalyst facilitates the given reaction. (1) Reactant: [CH2:1](Cl)[CH2:2]Cl.[F:5][C:6]1[CH:11]=[CH:10][C:9]([C:12]2[O:13][C:14]3[CH:23]=[CH:22][C:21]([C:24]4[CH:29]=[CH:28][CH:27]=[C:26]([C:30](=[O:41])[NH:31][C:32](C5C=CC=CC=5)([CH3:34])[CH3:33])[CH:25]=4)=[C:20]([N+:42]([O-:44])=[O:43])[C:15]=3[C:16]=2[C:17](O)=[O:18])=[CH:8][CH:7]=1.CN.ON1C2N=[CH:54][CH:55]=[CH:56][C:51]=2N=N1.C[CH2:58][N:59](C(C)C)C(C)C. Product: [F:5][C:6]1[CH:7]=[CH:8][C:9]([C:12]2[O:13][C:14]3[CH:23]=[CH:22][C:21]([C:24]4[CH:29]=[CH:28][CH:27]=[C:26]([C:30](=[O:41])[NH:31][C:32]([C:2]5[CH:1]=[CH:51][CH:56]=[CH:55][CH:54]=5)([CH3:34])[CH3:33])[CH:25]=4)=[C:20]([N+:42]([O-:44])=[O:43])[C:15]=3[C:16]=2[C:17]([NH:59][CH3:58])=[O:18])=[CH:10][CH:11]=1. The catalyst class is: 2. (2) Reactant: [OH:1][CH2:2][N:3]([CH3:24])[N:4]=[N:5][C:6]1[CH:7]=[C:8]2[C:13](=[CH:14][CH:15]=1)[N:12]=[CH:11][N:10]=[C:9]2[NH:16][C:17]1[CH:22]=[CH:21][CH:20]=[C:19]([Cl:23])[CH:18]=1.[C:25](OC(=O)C)(=[O:27])[CH3:26]. Product: [C:25]([O:1][CH2:2][N:3]([CH3:24])[N:4]=[N:5][C:6]1[CH:7]=[C:8]2[C:13](=[CH:14][CH:15]=1)[N:12]=[CH:11][N:10]=[C:9]2[NH:16][C:17]1[CH:22]=[CH:21][CH:20]=[C:19]([Cl:23])[CH:18]=1)(=[O:27])[CH3:26]. The catalyst class is: 17. (3) Reactant: [CH3:1][O:2][C:3]1[C:4]([C:11]#[C:12][C:13]2[CH:18]=[CH:17][C:16]([O:19][CH3:20])=[CH:15][CH:14]=2)=[N:5][CH:6]=[C:7]([O:9][CH3:10])[CH:8]=1.C([Li])(C)(C)C.[Br:26]Br. Product: [Br:26][C:8]1[C:7]([O:9][CH3:10])=[CH:6][N:5]=[C:4]([C:11]#[C:12][C:13]2[CH:14]=[CH:15][C:16]([O:19][CH3:20])=[CH:17][CH:18]=2)[C:3]=1[O:2][CH3:1]. The catalyst class is: 773. (4) Reactant: [C:1]([OH:14])(=[O:13])[CH2:2][CH2:3][CH2:4][CH2:5][CH2:6][CH2:7][CH2:8][CH2:9][CH2:10][CH2:11][CH3:12].O.[OH-].[Na+:17]. Product: [C:1]([O-:14])(=[O:13])[CH2:2][CH2:3][CH2:4][CH2:5][CH2:6][CH2:7][CH2:8][CH2:9][CH2:10][CH2:11][CH3:12].[Na+:17]. The catalyst class is: 107. (5) Reactant: [O:1]=[S:2]1(=[O:37])[CH2:7][CH2:6][N:5]([C:8]2[CH:13]=[CH:12][C:11]([C:14]3[S:18][C:17]([C:19]4[CH:20]=[N:21][CH:22]=[C:23]([F:25])[CH:24]=4)=[N:16][C:15]=3[C@@H:26]3[CH2:31][CH2:30][C@H:29]([F:32])[CH2:28][C@H:27]3[C:33]([O:35]C)=[O:34])=[CH:10][CH:9]=2)[CH2:4][CH2:3]1.CO.[OH-].[Na+]. Product: [O:37]=[S:2]1(=[O:1])[CH2:3][CH2:4][N:5]([C:8]2[CH:9]=[CH:10][C:11]([C:14]3[S:18][C:17]([C:19]4[CH:20]=[N:21][CH:22]=[C:23]([F:25])[CH:24]=4)=[N:16][C:15]=3[C@@H:26]3[CH2:31][CH2:30][C@H:29]([F:32])[CH2:28][C@H:27]3[C:33]([OH:35])=[O:34])=[CH:12][CH:13]=2)[CH2:6][CH2:7]1. The catalyst class is: 1.